This data is from Full USPTO retrosynthesis dataset with 1.9M reactions from patents (1976-2016). The task is: Predict the reactants needed to synthesize the given product. (1) Given the product [C:17]([O:20][C:21]([CH3:26])([CH3:25])[C:22]([NH:16][NH:15][C:13]([C:10]1[S:11][CH:12]=[C:8]([CH2:7][CH:1]2[CH2:2][CH2:3][CH2:4][CH2:5][CH2:6]2)[N:9]=1)=[O:14])=[O:23])(=[O:19])[CH3:18], predict the reactants needed to synthesize it. The reactants are: [CH:1]1([CH2:7][C:8]2[N:9]=[C:10]([C:13]([NH:15][NH2:16])=[O:14])[S:11][CH:12]=2)[CH2:6][CH2:5][CH2:4][CH2:3][CH2:2]1.[C:17]([O:20][C:21]([CH3:26])([CH3:25])[C:22](Cl)=[O:23])(=[O:19])[CH3:18]. (2) Given the product [CH3:29][N:30]1[C:9]([NH:11][C@H:12]2[CH2:18][CH2:17][CH2:16][N:15]([C:19]([O:21][C:22]([CH3:23])([CH3:24])[CH3:25])=[O:20])[CH2:14][CH2:13]2)=[C:28]([N+:33]([O-:35])=[O:34])[CH:27]=[N:31]1, predict the reactants needed to synthesize it. The reactants are: C(O[C:9]([NH:11][C@H:12]1[CH2:18][CH2:17][CH2:16][N:15]([C:19]([O:21][C:22]([CH3:25])([CH3:24])[CH3:23])=[O:20])[CH2:14][CH2:13]1)=O)C1C=CC=CC=1.Cl[C:27]1[N:31](C)[N:30]=[CH:29][C:28]=1[N+:33]([O-:35])=[O:34]. (3) The reactants are: [I:1][C:2]1[CH:7]=[CH:6][CH:5]=[CH:4][C:3]=1[CH:8]([CH3:11])[C:9]#[N:10].[CH2:12](N)[CH2:13][NH2:14]. Given the product [I:1][C:2]1[CH:7]=[CH:6][CH:5]=[CH:4][C:3]=1[CH:8]([C:9]1[NH:14][CH2:13][CH2:12][N:10]=1)[CH3:11], predict the reactants needed to synthesize it. (4) The reactants are: [F:1][C:2]1[N:7]=[C:6]([C:8]2[N:9]([CH2:13][C:14]3[N:19]=[N:18][C:17]([C:20](=O)[CH3:21])=[CH:16][C:15]=3[CH2:23][CH2:24][CH3:25])[CH:10]=[CH:11][N:12]=2)[CH:5]=[CH:4][CH:3]=1.C(O)=O.O.[OH-].[Na+].[CH:32]([NH2:34])=[O:33]. Given the product [F:1][C:2]1[N:7]=[C:6]([C:8]2[N:9]([CH2:13][C:14]3[N:19]=[N:18][C:17]([CH2:20][CH2:21][C:32]([NH2:34])=[O:33])=[CH:16][C:15]=3[CH2:23][CH2:24][CH3:25])[CH:10]=[CH:11][N:12]=2)[CH:5]=[CH:4][CH:3]=1, predict the reactants needed to synthesize it.